Task: Predict which catalyst facilitates the given reaction.. Dataset: Catalyst prediction with 721,799 reactions and 888 catalyst types from USPTO (1) Reactant: [CH2:1]([O:8][CH2:9][C:10]1[S:11][CH:12]=[C:13]([Br:15])[CH:14]=1)[C:2]1[CH:7]=[CH:6][CH:5]=[CH:4][CH:3]=1.[Li+].CC([N-]C(C)C)C.[CH:24](N1CCCCC1)=[O:25]. Product: [CH2:1]([O:8][CH2:9][C:10]1[S:11][C:12]([CH:24]=[O:25])=[C:13]([Br:15])[CH:14]=1)[C:2]1[CH:3]=[CH:4][CH:5]=[CH:6][CH:7]=1. The catalyst class is: 7. (2) Reactant: [C:1]([O:4][CH:5]1[C:9]2=[N:10][CH:11]=[C:12]([NH2:28])[C:13]([N:14]3[CH2:19][CH2:18][CH2:17][C@H:16]([NH:20][C:21]([O:23][C:24]([CH3:27])([CH3:26])[CH3:25])=[O:22])[CH2:15]3)=[C:8]2[CH2:7][CH2:6]1)(=[O:3])[CH3:2].[F:29][C:30]1[CH:35]=[C:34]([S:36][CH3:37])[CH:33]=[C:32]([F:38])[C:31]=1[C:39]1[N:44]=[C:43]([C:45](O)=[O:46])[CH:42]=[CH:41][C:40]=1[F:48].CN(C(ON1N=NC2C=CC=NC1=2)=[N+](C)C)C.F[P-](F)(F)(F)(F)F.CCN(C(C)C)C(C)C. Product: [C:1]([O:4][CH:5]1[C:9]2=[N:10][CH:11]=[C:12]([NH:28][C:45]([C:43]3[CH:42]=[CH:41][C:40]([F:48])=[C:39]([C:31]4[C:30]([F:29])=[CH:35][C:34]([S:36][CH3:37])=[CH:33][C:32]=4[F:38])[N:44]=3)=[O:46])[C:13]([N:14]3[CH2:19][CH2:18][CH2:17][C@H:16]([NH:20][C:21]([O:23][C:24]([CH3:27])([CH3:26])[CH3:25])=[O:22])[CH2:15]3)=[C:8]2[CH2:7][CH2:6]1)(=[O:3])[CH3:2]. The catalyst class is: 3. (3) Reactant: [NH:1]1[CH2:6][CH2:5][O:4][CH2:3][CH2:2]1.[S:7](N)([NH2:10])(=[O:9])=[O:8]. Product: [N:1]1([S:7]([NH2:10])(=[O:9])=[O:8])[CH2:6][CH2:5][O:4][CH2:3][CH2:2]1. The catalyst class is: 7. (4) Reactant: C([O:5][C:6]([C:8]1[CH:30]=[CH:29][C:11]([O:12][C:13]2[CH:22]=[C:21]3[C:16]([CH:17]([C:23]([O:25][CH3:26])=[O:24])[CH2:18][CH2:19][O:20]3)=[CH:15][C:14]=2[C:27]#[N:28])=[CH:10][CH:9]=1)=[O:7])(C)(C)C.C(O)(C(F)(F)F)=O. Product: [C:27]([C:14]1[CH:15]=[C:16]2[C:21](=[CH:22][C:13]=1[O:12][C:11]1[CH:29]=[CH:30][C:8]([C:6]([OH:7])=[O:5])=[CH:9][CH:10]=1)[O:20][CH2:19][CH2:18][CH:17]2[C:23]([O:25][CH3:26])=[O:24])#[N:28]. The catalyst class is: 4. (5) Reactant: [OH-:1].[Na+].O.[Cl:4][C:5]1[C:13]2[C:8](=[CH:9][CH:10]=[CH:11][CH:12]=2)[N:7]([C:14]2[C:15](=[O:31])[N:16]([CH3:30])[N:17]=[CH:18][C:19]=2N2C3C(=CC=CC=3)C(Cl)=N2)[N:6]=1. Product: [Cl:4][C:5]1[C:13]2[C:8](=[CH:9][CH:10]=[CH:11][CH:12]=2)[N:7]([CH:14]2[C:19](=[O:1])[CH:18]=[N:17][N:16]([CH3:30])[C:15]2=[O:31])[N:6]=1. The catalyst class is: 5. (6) Reactant: [Cl:1][C:2]1[CH:7]=[CH:6][C:5]([N:8]2[C:16]([CH:17]([CH:30]3[CH2:35][CH2:34][CH2:33][CH2:32][CH2:31]3)[CH2:18][O:19][C:20]3[C:27]([CH3:28])=[CH:26][C:23]([C:24]#[N:25])=[CH:22][C:21]=3[CH3:29])=[C:15]3[C:10]([CH:11]=[CH:12][CH:13]=[CH:14]3)=[N:9]2)=[CH:4][CH:3]=1.[N-:36]=[N+:37]=[N-:38].[Na+].Cl.C(N(CC)CC)C. Product: [Cl:1][C:2]1[CH:3]=[CH:4][C:5]([N:8]2[C:16]([CH:17]([CH:30]3[CH2:35][CH2:34][CH2:33][CH2:32][CH2:31]3)[CH2:18][O:19][C:20]3[C:27]([CH3:28])=[CH:26][C:23]([C:24]4[N:36]=[N:37][NH:38][N:25]=4)=[CH:22][C:21]=3[CH3:29])=[C:15]3[C:10]([CH:11]=[CH:12][CH:13]=[CH:14]3)=[N:9]2)=[CH:6][CH:7]=1. The catalyst class is: 3. (7) Reactant: [NH2:1][C:2]1[CH:3]=[CH:4][C:5]([O:8][C:9]2[CH:10]=[C:11]3[C:16](=[CH:17][CH:18]=2)[O:15][CH:14]([C:19]2[CH:24]=[CH:23][CH:22]=[CH:21][CH:20]=2)[CH2:13][CH2:12]3)=[N:6][CH:7]=1.[C:25]1(=O)[O:30][C:28](=[O:29])[CH2:27][CH2:26]1. Product: [C:25]1(=[O:30])[N:1]([C:2]2[CH:3]=[CH:4][C:5]([O:8][C:9]3[CH:10]=[C:11]4[C:16](=[CH:17][CH:18]=3)[O:15][CH:14]([C:19]3[CH:20]=[CH:21][CH:22]=[CH:23][CH:24]=3)[CH2:13][CH2:12]4)=[N:6][CH:7]=2)[C:28](=[O:29])[CH2:27][CH2:26]1. The catalyst class is: 15. (8) Reactant: [CH2:1]([O:3][C:4](=[O:19])[CH:5]=[CH:6][CH:7]1[CH2:11][CH2:10][CH2:9][N:8]1[C:12]([O:14][C:15]([CH3:18])([CH3:17])[CH3:16])=[O:13])[CH3:2].[H][H]. Product: [CH2:1]([O:3][C:4](=[O:19])[CH2:5][CH2:6][CH:7]1[CH2:11][CH2:10][CH2:9][N:8]1[C:12]([O:14][C:15]([CH3:18])([CH3:17])[CH3:16])=[O:13])[CH3:2]. The catalyst class is: 19. (9) Reactant: [Cl:1][C:2]1[C:3]([F:11])=[CH:4][C:5](I)=[C:6]([O:8][CH3:9])[CH:7]=1.C([Mg]Cl)(C)C.CON(C)[C:20]([C:22]1[C:23]([NH2:31])=[N:24][C:25]([S:28][CH2:29][CH3:30])=[N:26][CH:27]=1)=[O:21]. Product: [NH2:31][C:23]1[C:22]([C:20]([C:5]2[CH:4]=[C:3]([F:11])[C:2]([Cl:1])=[CH:7][C:6]=2[O:8][CH3:9])=[O:21])=[CH:27][N:26]=[C:25]([S:28][CH2:29][CH3:30])[N:24]=1. The catalyst class is: 7. (10) Reactant: [F:1][C@H:2]1[CH2:6][CH2:5][N:4](C(OC(C)(C)C)=O)[C@@H:3]1[C:14](=[O:33])[NH:15][CH2:16][C:17]1[CH:22]=[C:21]([C:23]2[CH:24]=[N:25][C:26]([C:29]([F:32])([F:31])[F:30])=[CH:27][CH:28]=2)[N:20]=[CH:19][N:18]=1.[ClH:34]. Product: [ClH:34].[F:1][C@H:2]1[CH2:6][CH2:5][NH:4][C@@H:3]1[C:14]([NH:15][CH2:16][C:17]1[CH:22]=[C:21]([C:23]2[CH:24]=[N:25][C:26]([C:29]([F:32])([F:31])[F:30])=[CH:27][CH:28]=2)[N:20]=[CH:19][N:18]=1)=[O:33]. The catalyst class is: 225.